This data is from Peptide-MHC class I binding affinity with 185,985 pairs from IEDB/IMGT. The task is: Regression. Given a peptide amino acid sequence and an MHC pseudo amino acid sequence, predict their binding affinity value. This is MHC class I binding data. The peptide sequence is MSRAFGFTV. The MHC is HLA-B58:01 with pseudo-sequence HLA-B58:01. The binding affinity (normalized) is 0.295.